From a dataset of Forward reaction prediction with 1.9M reactions from USPTO patents (1976-2016). Predict the product of the given reaction. Given the reactants [NH2:1][C:2]1[C:15]([O:16][CH3:17])=[CH:14][C:5]2[N:6]([CH2:12][CH3:13])[C:7](=[O:11])[CH2:8][CH2:9][CH2:10][C:4]=2[CH:3]=1.Cl[C:19]1[N:24]=[C:23]([NH:25][C:26]2[CH:31]=[CH:30][CH:29]=[CH:28][C:27]=2[S:32]([CH:35]([CH3:37])[CH3:36])(=[O:34])=[O:33])[C:22]([Cl:38])=[CH:21][N:20]=1, predict the reaction product. The product is: [Cl:38][C:22]1[C:23]([NH:25][C:26]2[CH:31]=[CH:30][CH:29]=[CH:28][C:27]=2[S:32]([CH:35]([CH3:37])[CH3:36])(=[O:34])=[O:33])=[N:24][C:19]([NH:1][C:2]2[C:15]([O:16][CH3:17])=[CH:14][C:5]3[N:6]([CH2:12][CH3:13])[C:7](=[O:11])[CH2:8][CH2:9][CH2:10][C:4]=3[CH:3]=2)=[N:20][CH:21]=1.